This data is from NCI-60 drug combinations with 297,098 pairs across 59 cell lines. The task is: Regression. Given two drug SMILES strings and cell line genomic features, predict the synergy score measuring deviation from expected non-interaction effect. (1) Drug 1: CC(CN1CC(=O)NC(=O)C1)N2CC(=O)NC(=O)C2. Drug 2: CN1C(=O)N2C=NC(=C2N=N1)C(=O)N. Cell line: SK-MEL-2. Synergy scores: CSS=29.3, Synergy_ZIP=-1.21, Synergy_Bliss=6.79, Synergy_Loewe=0.457, Synergy_HSA=4.16. (2) Drug 1: C1CN1C2=NC(=NC(=N2)N3CC3)N4CC4. Drug 2: CC12CCC3C(C1CCC2O)C(CC4=C3C=CC(=C4)O)CCCCCCCCCS(=O)CCCC(C(F)(F)F)(F)F. Cell line: SF-539. Synergy scores: CSS=24.4, Synergy_ZIP=-0.378, Synergy_Bliss=-0.331, Synergy_Loewe=-11.5, Synergy_HSA=-0.900. (3) Drug 1: C1=CC(=C2C(=C1NCCNCCO)C(=O)C3=C(C=CC(=C3C2=O)O)O)NCCNCCO. Drug 2: CCN(CC)CCCC(C)NC1=C2C=C(C=CC2=NC3=C1C=CC(=C3)Cl)OC. Cell line: U251. Synergy scores: CSS=53.7, Synergy_ZIP=0.0574, Synergy_Bliss=0.208, Synergy_Loewe=-11.6, Synergy_HSA=2.93.